Task: Predict the reactants needed to synthesize the given product.. Dataset: Full USPTO retrosynthesis dataset with 1.9M reactions from patents (1976-2016) (1) Given the product [CH2:65]([O:64][C:62]([N:59]1[CH2:60][CH2:61][CH:56]([N:55]([CH2:53][CH3:54])[C:26](=[O:28])[CH2:25][N:22]2[CH2:21][CH2:20][N:19]([C:17]([O:16][C:12]([CH3:13])([CH3:14])[CH3:15])=[O:18])[CH2:24][CH2:23]2)[CH2:57][CH2:58]1)=[O:63])[C:66]1[CH:71]=[CH:70][CH:69]=[CH:68][CH:67]=1, predict the reactants needed to synthesize it. The reactants are: C(N(C(C)C)CC)(C)C.O.O.[C:12]([O:16][C:17]([N:19]1[CH2:24][CH2:23][N:22]([CH2:25][C:26]([OH:28])=O)[CH2:21][CH2:20]1)=[O:18])([CH3:15])([CH3:14])[CH3:13].CN(C(ON1N=NC2C=CC=NC1=2)=[N+](C)C)C.F[P-](F)(F)(F)(F)F.[CH2:53]([NH:55][CH:56]1[CH2:61][CH2:60][N:59]([C:62]([O:64][CH2:65][C:66]2[CH:71]=[CH:70][CH:69]=[CH:68][CH:67]=2)=[O:63])[CH2:58][CH2:57]1)[CH3:54]. (2) Given the product [CH3:1][O:2][C:3](=[O:10])[C:4]1[CH:9]=[CH:8][C:7]([C:38]2[CH2:28][C:27]([C:22]3[CH:21]=[C:20]([Cl:19])[CH:25]=[C:24]([Cl:26])[CH:23]=3)([C:29]([F:32])([F:30])[F:31])[O:17][N:35]=2)=[CH:6][CH:5]=1, predict the reactants needed to synthesize it. The reactants are: [CH3:1][O:2][C:3](=[O:10])[C:4]1[CH:9]=[CH:8][CH:7]=[CH:6][CH:5]=1.ClN1C(=[O:17])CCC1=O.[Cl:19][C:20]1[CH:21]=[C:22]([C:27]([C:29]([F:32])([F:31])[F:30])=[CH2:28])[CH:23]=[C:24]([Cl:26])[CH:25]=1.C([N:35]([CH2:38]C)CC)C. (3) Given the product [N:14]1[C:15]2[C:20](=[CH:19][CH:18]=[CH:17][CH:16]=2)[CH:21]=[CH:22][C:13]=1[CH2:12][N:6]([CH2:7][C:13]1[CH:22]=[CH:21][C:20]2[C:15](=[CH:16][CH:17]=[CH:18][CH:19]=2)[N:14]=1)[C@@:5]([CH3:4])([C:23]([OH:24])=[O:26])[CH2:8][SH:9], predict the reactants needed to synthesize it. The reactants are: Cl.CO[C:4](=O)[C@@H:5]([CH2:8][SH:9])[NH:6][CH3:7].Br[CH2:12][C:13]1[CH:22]=[CH:21][C:20]2[C:15](=[CH:16][CH:17]=[CH:18][CH:19]=2)[N:14]=1.[C:23](=[O:26])(O)[O-:24].[Na+]. (4) Given the product [Cl:1][C:2]1[CH:3]=[CH:4][C:5]([OH:24])=[C:6]([CH:23]=1)[C:7]([N:9]1[CH2:14][CH2:13][CH2:12][CH:11]([CH2:15][NH:16][C:17](=[O:22])[C:18]([F:20])([F:21])[F:19])[CH2:10]1)=[O:8], predict the reactants needed to synthesize it. The reactants are: [Cl:1][C:2]1[CH:3]=[CH:4][C:5]([O:24]C)=[C:6]([CH:23]=1)[C:7]([N:9]1[CH2:14][CH2:13][CH2:12][CH:11]([CH2:15][NH:16][C:17](=[O:22])[C:18]([F:21])([F:20])[F:19])[CH2:10]1)=[O:8].B(Br)(Br)Br.C(OCC)C. (5) Given the product [NH2:20][C:10]1[S:11][C:12]([C:13]2[CH:18]=[CH:17][N:16]=[C:15]([Cl:19])[N:14]=2)=[C:8]([C:4]2[CH:3]=[C:2]([NH:1][C:27](=[O:28])[CH2:26][C:22]3[S:21][CH:25]=[CH:24][CH:23]=3)[CH:7]=[CH:6][CH:5]=2)[N:9]=1, predict the reactants needed to synthesize it. The reactants are: [NH2:1][C:2]1[CH:3]=[C:4]([C:8]2[N:9]=[C:10]([NH2:20])[S:11][C:12]=2[C:13]2[CH:18]=[CH:17][N:16]=[C:15]([Cl:19])[N:14]=2)[CH:5]=[CH:6][CH:7]=1.[S:21]1[CH:25]=[CH:24][CH:23]=[C:22]1[CH2:26][C:27](Cl)=[O:28].